Predict the reaction yield, written as a fraction of the theoretical maximum amount of product (1.0 means a 100% yield; for example, 0.34 means a 34% yield). From a dataset of Reaction yield outcomes from USPTO patents with 853,638 reactions. (1) The reactants are [Br:1][C:2]1[CH:3]=[N:4][C:5]([C:8]2[N:9]([CH3:48])[C:10]3[C:15]([C:16]=2[CH:17]2[CH2:21][CH2:20][CH2:19][CH2:18]2)=[CH:14][CH:13]=[C:12]([C:22]([NH:24][C:25]2([C:29]4[N:33]([CH3:34])[C:32]5[CH:35]=[C:36](/[CH:39]=[CH:40]/[C:41]([O:43]CCCC)=[O:42])[CH:37]=[CH:38][C:31]=5[N:30]=4)[CH2:28][CH2:27][CH2:26]2)=[O:23])[CH:11]=3)=[N:6][CH:7]=1.CO.[OH-].[Na+].C(O)(=O)C. The yield is 0.950. The catalyst is C1COCC1. The product is [Br:1][C:2]1[CH:3]=[N:4][C:5]([C:8]2[N:9]([CH3:48])[C:10]3[C:15]([C:16]=2[CH:17]2[CH2:18][CH2:19][CH2:20][CH2:21]2)=[CH:14][CH:13]=[C:12]([C:22]([NH:24][C:25]2([C:29]4[N:33]([CH3:34])[C:32]5[CH:35]=[C:36](/[CH:39]=[CH:40]/[C:41]([OH:43])=[O:42])[CH:37]=[CH:38][C:31]=5[N:30]=4)[CH2:26][CH2:27][CH2:28]2)=[O:23])[CH:11]=3)=[N:6][CH:7]=1. (2) The reactants are [OH:1][C@H:2]1[CH2:7][CH2:6][C@H:5]([N:8]2[C:13](=[O:14])[C:12]([CH:15]([C:17]3[CH:22]=[CH:21][C:20]([C:23]4[C:24]([C:29]#[N:30])=[CH:25][CH:26]=[CH:27][CH:28]=4)=[CH:19][CH:18]=3)[CH3:16])=[C:11]([CH2:31][CH2:32][CH3:33])[N:10]3[N:34]=[CH:35][CH:36]=[C:9]23)[CH2:4][CH2:3]1.C(OC(=O)C=[N+:42]=[N-])C.[C:45]([O:48]CC)(=[O:47])C.[OH2:51].[C:52]1([CH3:58])[CH:57]=CC=C[CH:53]=1. The catalyst is C([O-])(=O)C.[Rh+3].C([O-])(=O)C.C([O-])(=O)C. The product is [OH:51][C:52]([CH3:58])([CH3:57])[CH2:53][O:1][C@H:2]1[CH2:3][CH2:4][C@H:5]([N:8]2[C:13](=[O:14])[C:12]([CH:15]([C:17]3[CH:22]=[CH:21][C:20]([C:23]4[CH:28]=[CH:27][CH:26]=[CH:25][C:24]=4[C:29]4[NH:42][C:45](=[O:47])[O:48][N:30]=4)=[CH:19][CH:18]=3)[CH3:16])=[C:11]([CH2:31][CH2:32][CH3:33])[N:10]3[N:34]=[CH:35][CH:36]=[C:9]23)[CH2:6][CH2:7]1. The yield is 0.340. (3) The reactants are Cl[C:2]1[N:7]=[C:6]([Cl:8])[N:5]=[C:4]([N:9]2[CH2:15][CH:14]3[O:16][CH:11]([CH2:12][CH2:13]3)[CH2:10]2)[N:3]=1.[CH3:17][NH:18][C:19]([NH:21][C:22]1[CH:27]=[CH:26][C:25](B2OC(C)(C)C(C)(C)O2)=[CH:24][CH:23]=1)=[O:20]. No catalyst specified. The product is [CH:11]12[O:16][CH:14]([CH2:13][CH2:12]1)[CH2:15][N:9]([C:4]1[N:5]=[C:6]([Cl:8])[N:7]=[C:2]([C:25]3[CH:24]=[CH:23][C:22]([NH:21][C:19]([NH:18][CH3:17])=[O:20])=[CH:27][CH:26]=3)[N:3]=1)[CH2:10]2. The yield is 0.290. (4) The yield is 0.500. The reactants are [Cl:1][C:2]1[CH:3]=[C:4]2[C:9](=[CH:10][N:11]=1)[NH:8][C:7](=O)[CH:6]=[CH:5]2.P(Br)(Br)[Br:14]. The catalyst is C(=O)([O-])[O-].[Na+].[Na+]. The product is [Br:14][C:7]1[CH:6]=[CH:5][C:4]2[C:9](=[CH:10][N:11]=[C:2]([Cl:1])[CH:3]=2)[N:8]=1. (5) The yield is 0.730. The reactants are [Cl:1][C:2]1[NH:3][C:4]2[C:9]([C:10]=1[CH:11]=[O:12])=[CH:8][CH:7]=[CH:6][CH:5]=2.[CH2:13]([C:15]1[CH:20]=[CH:19][C:18](B(O)O)=[CH:17][CH:16]=1)[CH3:14]. The product is [Cl:1][C:2]1[N:3]([C:18]2[CH:19]=[CH:20][C:15]([CH2:13][CH3:14])=[CH:16][CH:17]=2)[C:4]2[C:9]([C:10]=1[CH:11]=[O:12])=[CH:8][CH:7]=[CH:6][CH:5]=2. No catalyst specified. (6) The reactants are [OH-].[Na+].C([O:5][C:6]([C:8]1[CH:9]2[N:26]([C:27]([O:29][C:30]([CH3:33])([CH3:32])[CH3:31])=[O:28])[CH:13]([CH2:14][C:15]=1[C:16]1[S:20][C:19]([CH2:21][O:22][CH2:23][CH2:24][OH:25])=[N:18][CH:17]=1)[CH2:12][N:11]([C:34]([O:36][C:37]([CH3:40])([CH3:39])[CH3:38])=[O:35])[CH2:10]2)=[O:7])C. The catalyst is CCO. The product is [C:37]([O:36][C:34]([N:11]1[CH2:10][CH:9]2[N:26]([C:27]([O:29][C:30]([CH3:33])([CH3:32])[CH3:31])=[O:28])[CH:13]([CH2:14][C:15]([C:16]3[S:20][C:19]([CH2:21][O:22][CH2:23][CH2:24][OH:25])=[N:18][CH:17]=3)=[C:8]2[C:6]([OH:7])=[O:5])[CH2:12]1)=[O:35])([CH3:38])([CH3:39])[CH3:40]. The yield is 0.560. (7) The reactants are [CH3:1][C:2]([CH3:18])([CH3:17])[C@@H:3]([C:14]([OH:16])=O)[NH:4][C:5]([O:7][CH2:8][C:9]1[S:13][CH:12]=[N:11][CH:10]=1)=[O:6].[CH2:19]([C@H:26]([NH:39][C:40](=[O:46])[O:41][C:42]([CH3:45])([CH3:44])[CH3:43])[CH2:27][C@H:28]([OH:38])[C@@H:29]([NH2:37])[CH2:30][C:31]1[CH:36]=[CH:35][CH:34]=[CH:33][CH:32]=1)[C:20]1[CH:25]=[CH:24][CH:23]=[CH:22][CH:21]=1.Cl.CN(C)CCCN=C=NCC.ON1C2C=CC=CC=2N=N1.CN1CCOCC1. The catalyst is CN(C)C=O. The product is [CH2:30]([C@H:29]([NH:37][C:14](=[O:16])[C@H:3]([C:2]([CH3:1])([CH3:18])[CH3:17])[NH:4][C:5]([O:7][CH2:8][C:9]1[S:13][CH:12]=[N:11][CH:10]=1)=[O:6])[C@@H:28]([OH:38])[CH2:27][C@@H:26]([NH:39][C:40]([O:41][C:42]([CH3:43])([CH3:44])[CH3:45])=[O:46])[CH2:19][C:20]1[CH:21]=[CH:22][CH:23]=[CH:24][CH:25]=1)[C:31]1[CH:32]=[CH:33][CH:34]=[CH:35][CH:36]=1. The yield is 0.767. (8) The reactants are Br[C:2]1[CH:3]=[C:4]([S:8]([NH:11][C:12]2[CH:21]=[CH:20][C:15]([C:16]([O:18][CH3:19])=[O:17])=[C:14]([OH:22])[CH:13]=2)(=[O:10])=[O:9])[S:5][C:6]=1[Cl:7].[F:23][C:24]1[CH:25]=[CH:26][C:27]([O:33][CH3:34])=[C:28](B(O)O)[CH:29]=1. No catalyst specified. The product is [Cl:7][C:6]1[S:5][C:4]([S:8]([NH:11][C:12]2[CH:21]=[CH:20][C:15]([C:16]([O:18][CH3:19])=[O:17])=[C:14]([OH:22])[CH:13]=2)(=[O:10])=[O:9])=[CH:3][C:2]=1[C:26]1[CH:25]=[C:24]([F:23])[CH:29]=[CH:28][C:27]=1[O:33][CH3:34]. The yield is 0.500.